Dataset: Catalyst prediction with 721,799 reactions and 888 catalyst types from USPTO. Task: Predict which catalyst facilitates the given reaction. (1) Reactant: Br[C:2]1[CH:3]=[C:4]([CH:8]2[N:12]([C:13]3[CH:18]=[CH:17][CH:16]=[CH:15][C:14]=3[Cl:19])[N:11]=[C:10]([C:20]([F:26])([F:25])[C:21]([F:24])([F:23])[F:22])[CH2:9]2)[CH:5]=[CH:6][CH:7]=1.[C:27]([N:34]1[CH2:40][CH2:39][CH2:38][NH:37][CH2:36][CH2:35]1)([O:29][C:30]([CH3:33])([CH3:32])[CH3:31])=[O:28].C1C=CC(P(C2C(C3C(P(C4C=CC=CC=4)C4C=CC=CC=4)=CC=C4C=3C=CC=C4)=C3C(C=CC=C3)=CC=2)C2C=CC=CC=2)=CC=1.CC(C)([O-])C.[Na+]. Product: [C:27]([N:34]1[CH2:40][CH2:39][CH2:38][N:37]([C:2]2[CH:3]=[C:4]([CH:8]3[N:12]([C:13]4[CH:18]=[CH:17][CH:16]=[CH:15][C:14]=4[Cl:19])[N:11]=[C:10]([C:20]([F:26])([F:25])[C:21]([F:24])([F:23])[F:22])[CH2:9]3)[CH:5]=[CH:6][CH:7]=2)[CH2:36][CH2:35]1)([O:29][C:30]([CH3:33])([CH3:32])[CH3:31])=[O:28]. The catalyst class is: 187. (2) The catalyst class is: 1. Reactant: Cl[C:2]1[S:3][CH:4]=[C:5]([CH:7]=[O:8])[N:6]=1.[CH3:9][NH:10][CH3:11]. Product: [CH3:9][N:10]([CH3:11])[C:2]1[S:3][CH:4]=[C:5]([CH:7]=[O:8])[N:6]=1. (3) Reactant: [F:1][C:2]1[CH:7]=[CH:6][C:5]([N+:8]([O-:10])=[O:9])=[C:4](F)[C:3]=1[CH:12]=[CH2:13].[CH2:14]([NH2:17])[CH:15]=[CH2:16].C(=O)([O-])[O-].[K+].[K+]. Product: [CH2:14]([NH:17][C:4]1[C:5]([N+:8]([O-:10])=[O:9])=[CH:6][CH:7]=[C:2]([F:1])[C:3]=1[CH:12]=[CH2:13])[CH:15]=[CH2:16]. The catalyst class is: 3. (4) Reactant: N1C=CC=CC1.[C:7]([O:11][C:12]([N:14]1[CH2:18][CH2:17][CH2:16][C@H:15]1[C:19]1[NH:20][C:21]([CH2:46][C:47]2[CH:52]=[CH:51][C:50]([F:53])=[CH:49][CH:48]=2)=[C:22]([C:41]([O:43][CH2:44][CH3:45])=[O:42])[CH:23]([C:30]2[N:31]=[N:32][C:33]([C:36]([O:38][CH2:39][CH3:40])=[O:37])=[CH:34][CH:35]=2)[C:24]=1[C:25]([O:27][CH2:28][CH3:29])=[O:26])=[O:13])([CH3:10])([CH3:9])[CH3:8].[N+]([O-])([O-])=O.[Ce].[NH4+]. Product: [C:7]([O:11][C:12]([N:14]1[CH2:18][CH2:17][CH2:16][C@H:15]1[C:19]1[C:24]([C:25]([O:27][CH2:28][CH3:29])=[O:26])=[C:23]([C:30]2[N:31]=[N:32][C:33]([C:36]([O:38][CH2:39][CH3:40])=[O:37])=[CH:34][CH:35]=2)[C:22]([C:41]([O:43][CH2:44][CH3:45])=[O:42])=[C:21]([CH2:46][C:47]2[CH:48]=[CH:49][C:50]([F:53])=[CH:51][CH:52]=2)[N:20]=1)=[O:13])([CH3:10])([CH3:8])[CH3:9]. The catalyst class is: 47. (5) Reactant: [C:1]([Cu])#[N:2].Br[C:5]1[CH:13]=[C:12]2[C:8]([C:9]([CH3:23])([C:17]3[CH:22]=[CH:21][CH:20]=[CH:19][CH:18]=3)[CH2:10][N:11]2[C:14](=[O:16])[CH3:15])=[CH:7][CH:6]=1.CCOCC. Product: [C:14]([N:11]1[C:12]2[C:8](=[CH:7][CH:6]=[C:5]([C:1]#[N:2])[CH:13]=2)[C:9]([CH3:23])([C:17]2[CH:22]=[CH:21][CH:20]=[CH:19][CH:18]=2)[CH2:10]1)(=[O:16])[CH3:15]. The catalyst class is: 37. (6) Reactant: [Cl:1][C:2]1[N:11]=[CH:10][C:9]2[N:8]([CH2:12][C:13]([OH:15])=O)[CH2:7][C@@H:6]3[CH2:16][O:17][CH2:18][CH2:19][N:5]3[C:4]=2[N:3]=1.CN(C(ON1N=NC2C=CC=NC1=2)=[N+](C)C)C.F[P-](F)(F)(F)(F)F.[CH3:44][N:45]1[CH:49]=[C:48]([NH2:50])[CH:47]=[N:46]1.C(N(CC)CC)C. Product: [Cl:1][C:2]1[N:11]=[CH:10][C:9]2[N:8]([CH2:12][C:13]([NH:50][C:48]3[CH:47]=[N:46][N:45]([CH3:44])[CH:49]=3)=[O:15])[CH2:7][C@@H:6]3[CH2:16][O:17][CH2:18][CH2:19][N:5]3[C:4]=2[N:3]=1. The catalyst class is: 3. (7) Reactant: [C:1]1([N:7]2[C:15]3[C:10](=[N:11][CH:12]=[CH:13][CH:14]=3)[N:9]=[C:8]2[C@@H:16]([NH2:18])[CH3:17])[CH:6]=[CH:5][CH:4]=[CH:3][CH:2]=1.Cl[C:20]1[N:28]=[CH:27][N:26]=[C:25]2[C:21]=1[N:22]=[CH:23][N:24]2C1CCCCO1.CCN(C(C)C)C(C)C. Product: [C:1]1([N:7]2[C:15]3[C:10](=[N:11][CH:12]=[CH:13][CH:14]=3)[N:9]=[C:8]2[CH:16]([NH:18][C:20]2[N:28]=[CH:27][N:26]=[C:25]3[C:21]=2[N:22]=[CH:23][NH:24]3)[CH3:17])[CH:2]=[CH:3][CH:4]=[CH:5][CH:6]=1. The catalyst class is: 51. (8) Reactant: [Cl:1][C:2]1[CH:3]=[C:4]([CH:10]=[CH:11][CH:12]=1)[C:5]([CH2:7][C:8]#[N:9])=[O:6].[C:13]1([N:19](C2C=CC=CC=2)[CH:20]=N)[CH:18]=[CH:17][CH:16]=[CH:15][CH:14]=1. Product: [Cl:1][C:2]1[CH:3]=[C:4]([CH:10]=[CH:11][CH:12]=1)[C:5]([C:7](=[CH:20][NH:19][C:13]1[CH:18]=[CH:17][CH:16]=[CH:15][CH:14]=1)[C:8]#[N:9])=[O:6]. The catalyst class is: 11.